Predict the product of the given reaction. From a dataset of Forward reaction prediction with 1.9M reactions from USPTO patents (1976-2016). (1) Given the reactants [C:1]([C:3]1[CH:4]=[C:5]([NH:14][C:15]([NH:17][C:18]([CH3:22])([CH3:21])[CH2:19][OH:20])=[S:16])[CH:6]=[CH:7][C:8]=1[N:9]=[CH:10][N:11](C)C)#[N:2].[CH3:23][C:24]1[CH:25]=[C:26](N)[CH:27]=[CH:28][C:29]=1[O:30][C:31]1[CH:32]=[CH:33][C:34]2[O:38][C:37]([CH3:39])=[N:36][C:35]=2[CH:40]=1.C(O)(=O)C, predict the reaction product. The product is: [OH:20][CH2:19][C:18]([NH:17][C:15]([NH:14][C:5]1[CH:4]=[C:3]2[C:8](=[CH:7][CH:6]=1)[N:9]=[CH:10][N:11]=[C:1]2[NH:2][C:26]1[CH:27]=[CH:28][C:29]([O:30][C:31]2[CH:32]=[CH:33][C:34]3[O:38][C:37]([CH3:39])=[N:36][C:35]=3[CH:40]=2)=[C:24]([CH3:23])[CH:25]=1)=[S:16])([CH3:21])[CH3:22]. (2) Given the reactants OS(C(F)(F)F)(=O)=O.[NH2:9][CH:10]([NH2:28])[O:11][CH:12]1[CH2:17][CH2:16][N:15]([C:18]([O:20][CH2:21][C:22]2[CH:27]=[CH:26][CH:25]=[CH:24][CH:23]=2)=[O:19])[CH2:14][CH2:13]1.CN(/[CH:32]=[C:33]1\[CH2:34][N:35]([CH3:40])[CH2:36][CH2:37][C:38]\1=O)C.O, predict the reaction product. The product is: [CH3:40][N:35]1[CH2:36][CH2:37][C:38]2[N:28]=[C:10]([O:11][CH:12]3[CH2:13][CH2:14][N:15]([C:18]([O:20][CH2:21][C:22]4[CH:27]=[CH:26][CH:25]=[CH:24][CH:23]=4)=[O:19])[CH2:16][CH2:17]3)[N:9]=[CH:32][C:33]=2[CH2:34]1. (3) Given the reactants [Br:1][C:2]1[C:7](=[O:8])[N:6]([C:9]2[CH:10]=[C:11]([CH:20]=[CH:21][C:22]=2[CH3:23])[C:12]([NH:14][CH2:15][C:16](NC)=[O:17])=[O:13])[CH:5]=[N:4][C:3]=1[O:24][CH2:25][C:26]1[CH:31]=[CH:30][C:29]([F:32])=[CH:28][C:27]=1[F:33].N[CH2:35][C@H](O)C.CN1CCOCC1, predict the reaction product. The product is: [Br:1][C:2]1[C:7](=[O:8])[N:6]([C:9]2[CH:10]=[C:11]([CH:20]=[CH:21][C:22]=2[CH3:23])[C:12]([NH:14][CH2:15][C@H:16]([OH:17])[CH3:35])=[O:13])[CH:5]=[N:4][C:3]=1[O:24][CH2:25][C:26]1[CH:31]=[CH:30][C:29]([F:32])=[CH:28][C:27]=1[F:33]. (4) Given the reactants Br.[Br:2][CH2:3][CH2:4][NH2:5].Cl[C:7]([O:9][CH:10]([CH3:12])[CH3:11])=[O:8].C(N(CC)CC)C, predict the reaction product. The product is: [CH:10]([O:9][C:7](=[O:8])[NH:5][CH2:4][CH2:3][Br:2])([CH3:12])[CH3:11]. (5) Given the reactants Br[C:2]1[CH:11]=[C:10]2[C:5]([N:6]=[CH:7][C:8]([N:12]3[CH2:17][CH2:16][N:15]([S:18]([C:21]4[CH:26]=[CH:25][CH:24]=[CH:23][C:22]=4[O:27][CH3:28])(=[O:20])=[O:19])[CH2:14][CH2:13]3)=[N:9]2)=[CH:4][CH:3]=1.B1(B2OC(C)(C)C(C)(C)O2)OC(C)(C)C(C)(C)O1.C([O-])(=O)C.[K+].[Br-].Br[C:54]1[CH:55]=[C:56]([NH:60][S:61]([CH:64]2[CH2:66][CH2:65]2)(=[O:63])=[O:62])[CH:57]=[N:58][CH:59]=1.C(=O)([O-])[O-].[K+].[K+], predict the reaction product. The product is: [CH3:28][O:27][C:22]1[CH:23]=[CH:24][CH:25]=[CH:26][C:21]=1[S:18]([N:15]1[CH2:14][CH2:13][N:12]([C:8]2[CH:7]=[N:6][C:5]3[C:10]([N:9]=2)=[CH:11][C:2]([C:54]2[CH:55]=[C:56]([NH:60][S:61]([CH:64]4[CH2:66][CH2:65]4)(=[O:62])=[O:63])[CH:57]=[N:58][CH:59]=2)=[CH:3][CH:4]=3)[CH2:17][CH2:16]1)(=[O:19])=[O:20]. (6) Given the reactants Br[C:2]1[N:3]=[C:4]([C@@H:12]2[CH2:16][CH2:15][N:14]([CH2:17][C:18]([N:20]([CH3:22])[CH3:21])=[O:19])[CH2:13]2)[N:5]2[CH:10]=[CH:9][N:8]=[C:7]([CH3:11])[C:6]=12.[CH3:23][O:24][C:25]1[CH:33]=[CH:32][CH:31]=[C:30]2[C:26]=1[CH:27]=[C:28]([C:35]([NH:37][C:38]1[CH:43]=[CH:42][C:41](B3OC(C)(C)C(C)(C)O3)=[CH:40][C:39]=1[O:53][CH3:54])=[O:36])[N:29]2[CH3:34], predict the reaction product. The product is: [CH3:21][N:20]([CH3:22])[C:18](=[O:19])[CH2:17][N:14]1[CH2:15][CH2:16][C@@H:12]([C:4]2[N:5]3[CH:10]=[CH:9][N:8]=[C:7]([CH3:11])[C:6]3=[C:2]([C:41]3[CH:42]=[CH:43][C:38]([NH:37][C:35]([C:28]4[N:29]([CH3:34])[C:30]5[C:26]([CH:27]=4)=[C:25]([O:24][CH3:23])[CH:33]=[CH:32][CH:31]=5)=[O:36])=[C:39]([O:53][CH3:54])[CH:40]=3)[N:3]=2)[CH2:13]1.